From a dataset of Forward reaction prediction with 1.9M reactions from USPTO patents (1976-2016). Predict the product of the given reaction. (1) Given the reactants P(Cl)(Cl)(Cl)=O.[CH3:6][C:7]1[C:11]2[C:12](=[O:24])[N:13]([CH2:16][CH2:17][N:18]3[CH2:23][CH2:22][O:21][CH2:20][CH2:19]3)[CH2:14][CH2:15][C:10]=2[NH:9][CH:8]=1.O.[OH-].[Na+].CN(C)[CH:30]=[O:31], predict the reaction product. The product is: [CH3:6][C:7]1[C:11]2[C:12](=[O:24])[N:13]([CH2:16][CH2:17][N:18]3[CH2:19][CH2:20][O:21][CH2:22][CH2:23]3)[CH2:14][CH2:15][C:10]=2[NH:9][C:8]=1[CH:30]=[O:31]. (2) Given the reactants Br[C:2]1[CH:3]=[C:4]([CH3:34])[C:5]([N:8]2[CH2:13][CH2:12][N:11]([C:14]3[CH:19]=[C:18]([C:20]4[CH:25]=[CH:24][C:23]([F:26])=[CH:22][CH:21]=4)[N:17]=[C:16]([N:27]4[CH2:31][CH2:30][CH2:29][CH:28]4[CH3:32])[N:15]=3)[C@H:10]([CH3:33])[CH2:9]2)=[N:6][CH:7]=1.[CH3:35][N:36](C=O)C, predict the reaction product. The product is: [F:26][C:23]1[CH:22]=[CH:21][C:20]([C:18]2[N:17]=[C:16]([N:27]3[CH2:31][CH2:30][CH2:29][CH:28]3[CH3:32])[N:15]=[C:14]([N:11]3[CH2:12][CH2:13][N:8]([C:5]4[C:4]([CH3:34])=[CH:3][C:2]([C:35]#[N:36])=[CH:7][N:6]=4)[CH2:9][C@H:10]3[CH3:33])[CH:19]=2)=[CH:25][CH:24]=1. (3) Given the reactants [CH2:1]([O:3][C:4]([C:6]1[NH:7][C:8]2[C:13]([CH:14]=1)=[C:12]([Cl:15])[C:11]([Cl:16])=[CH:10][CH:9]=2)=[O:5])[CH3:2].[H-].[Na+].[CH2:19](I)[CH3:20], predict the reaction product. The product is: [CH2:1]([O:3][C:4]([C:6]1[N:7]([CH2:19][CH3:20])[C:8]2[C:13]([CH:14]=1)=[C:12]([Cl:15])[C:11]([Cl:16])=[CH:10][CH:9]=2)=[O:5])[CH3:2]. (4) Given the reactants [N:1]([C:4]([C:7]1[CH:8]=[CH:9][C:10]2[C:11]3[N:33]=[CH:32][C:31]([C:34]4[N:38]([CH3:39])[N:37]=[N:36][C:35]=4[CH3:40])=[CH:30][C:12]=3[N:13]([C@H:17]([C:24]3[CH:29]=[CH:28][CH:27]=[CH:26][CH:25]=3)[CH:18]3[CH2:23][CH2:22][O:21][CH2:20][CH2:19]3)[C:14]=2[C:15]=1[F:16])([CH3:6])[CH3:5])=[N+]=[N-].CP(C)C.O, predict the reaction product. The product is: [CH3:40][C:35]1[N:36]=[N:37][N:38]([CH3:39])[C:34]=1[C:31]1[CH:32]=[N:33][C:11]2[C:10]3[CH:9]=[CH:8][C:7]([C:4]([NH2:1])([CH3:6])[CH3:5])=[C:15]([F:16])[C:14]=3[N:13]([C@@H:17]([CH:18]3[CH2:23][CH2:22][O:21][CH2:20][CH2:19]3)[C:24]3[CH:25]=[CH:26][CH:27]=[CH:28][CH:29]=3)[C:12]=2[CH:30]=1.